This data is from Full USPTO retrosynthesis dataset with 1.9M reactions from patents (1976-2016). The task is: Predict the reactants needed to synthesize the given product. (1) Given the product [CH3:1][C:2]1[S:3][C:4]([C:8]2[CH:9]=[CH:10][C:11]([CH2:12][NH:13][C:14]([C@@H:16]3[CH2:20][C@@H:19]([OH:21])[CH2:18][N:17]3[C:31](=[O:32])[CH2:30][C:28]3[O:27][N:26]=[C:25]([CH3:24])[CH:29]=3)=[O:15])=[CH:22][CH:23]=2)=[C:5]([CH3:7])[N:6]=1, predict the reactants needed to synthesize it. The reactants are: [CH3:1][C:2]1[S:3][C:4]([C:8]2[CH:23]=[CH:22][C:11]([CH2:12][NH:13][C:14]([C@@H:16]3[CH2:20][C@@H:19]([OH:21])[CH2:18][NH:17]3)=[O:15])=[CH:10][CH:9]=2)=[C:5]([CH3:7])[N:6]=1.[CH3:24][C:25]1[CH:29]=[C:28]([CH2:30][C:31](O)=[O:32])[O:27][N:26]=1.CCN(C(C)C)C(C)C.CN(C(ON1N=NC2C=CC=NC1=2)=[N+](C)C)C.F[P-](F)(F)(F)(F)F. (2) Given the product [N:11]12[CH2:16][CH2:15][CH:14]([CH2:13][CH2:12]1)[C@@H:9]([O:8][C:5]1[N:4]=[CH:3][C:2]([C:25]3[CH:33]=[CH:32][CH:31]=[C:30]4[C:26]=3[CH:27]=[CH:28][NH:29]4)=[CH:7][N:6]=1)[CH2:10]2, predict the reactants needed to synthesize it. The reactants are: Br[C:2]1[CH:3]=[N:4][C:5]([O:8][C@@H:9]2[CH:14]3[CH2:15][CH2:16][N:11]([CH2:12][CH2:13]3)[CH2:10]2)=[N:6][CH:7]=1.CC1(C)C(C)(C)OB([C:25]2[CH:33]=[CH:32][CH:31]=[C:30]3[C:26]=2[CH:27]=[CH:28][NH:29]3)O1. (3) Given the product [CH:10]1([N:9]2[C:16]3[C:21](=[CH:20][CH:19]=[CH:18][CH:17]=3)[C:2]3[CH:7]=[N:6][C:5]([NH2:8])=[N:4][C:3]2=3)[CH2:15][CH2:14][CH2:13][CH2:12][CH2:11]1, predict the reactants needed to synthesize it. The reactants are: Br[C:2]1[C:3]([N:9]([CH:16]2[CH2:21][CH2:20][CH2:19][CH2:18][CH2:17]2)[C:10]2[CH:15]=[CH:14][CH:13]=[CH:12][CH:11]=2)=[N:4][C:5]([NH2:8])=[N:6][CH:7]=1.C([O-])([O-])=O.[K+].[K+]. (4) Given the product [CH3:29][NH:28][C:27]([C:19]1[CH:20]=[C:21]([C:2]2[CH:3]=[CH:4][N:5]=[CH:6][CH:7]=2)[CH:22]=[N:23][CH:18]=1)=[O:35], predict the reactants needed to synthesize it. The reactants are: Cl[C:2]1[CH:7]=[CH:6][N:5]=[C:4](NC2C=CN=C(OC)N=2)[CH:3]=1.N[C:18]1[N:23]=[CH:22][C:21](B(O)O)=[CH:20][C:19]=1[C:27](=[O:35])[N:28](C12CC(C1)C2)[CH3:29].CC(C1C=C(C(C)C)C(C2C=CC=CC=2P(C2CCCCC2)C2CCCCC2)=C(C(C)C)C=1)C.P([O-])([O-])([O-])=O.[K+].[K+].[K+]. (5) Given the product [CH3:1][O:2][C:3]([C:5]1[C:10]([NH2:11])=[N:9][C:8]([CH2:12][CH2:13][O:14][CH3:15])=[CH:7][N:6]=1)=[O:4], predict the reactants needed to synthesize it. The reactants are: [CH3:1][O:2][C:3]([C:5]1[C:10]([NH2:11])=[N:9][C:8]([CH:12]=[CH:13][O:14][CH3:15])=[CH:7][N:6]=1)=[O:4]. (6) Given the product [N:6]1([C:11]2[CH:16]=[CH:15][C:14]([C:17]3[CH:22]=[CH:21][C:20]([N:23]4[CH2:27][C@H:26]([CH2:28][N:1]5[CH:5]=[CH:4][N:3]=[N:2]5)[O:25][C:24]4=[O:30])=[CH:19][C:18]=3[F:31])=[CH:13][N:12]=2)[CH:10]=[N:9][CH:8]=[N:7]1, predict the reactants needed to synthesize it. The reactants are: [NH:1]1[CH:5]=[CH:4][N:3]=[N:2]1.[N:6]1([C:11]2[CH:16]=[CH:15][C:14]([C:17]3[CH:22]=[CH:21][C:20]([N:23]4[CH2:27][C@H:26]([CH2:28]O)[O:25][C:24]4=[O:30])=[CH:19][C:18]=3[F:31])=[CH:13][N:12]=2)[CH:10]=[N:9][CH:8]=[N:7]1.